This data is from Full USPTO retrosynthesis dataset with 1.9M reactions from patents (1976-2016). The task is: Predict the reactants needed to synthesize the given product. (1) The reactants are: [C:1]([C:3]1[N:4]=[CH:5][C:6]([NH:20][C@@H:21]2[CH2:26][CH2:25][CH2:24][CH2:23][C@@H:22]2[NH:27]C(=O)OC(C)(C)C)=[N:7][C:8]=1[NH:9][C:10]1[CH:18]=[CH:17][CH:16]=[C:15]2[C:11]=1[CH:12]=[CH:13][N:14]2[CH3:19])#[N:2]. Given the product [NH2:27][C@H:22]1[CH2:23][CH2:24][CH2:25][CH2:26][C@H:21]1[NH:20][C:6]1[N:7]=[C:8]([NH:9][C:10]2[CH:18]=[CH:17][CH:16]=[C:15]3[C:11]=2[CH:12]=[CH:13][N:14]3[CH3:19])[C:3]([C:1]#[N:2])=[N:4][CH:5]=1, predict the reactants needed to synthesize it. (2) Given the product [C:29]([O:32][CH2:33][C:34]([N:2]1[CH2:3][CH2:4][C:5]2[C:10](=[CH:9][CH:8]=[C:7]([N:11]3[CH2:15][C@H:14]([CH2:16][NH:17][C:18](=[O:20])[CH3:19])[O:13][C:12]3=[O:21])[CH:6]=2)[CH2:1]1)=[O:35])(=[O:31])[CH3:30], predict the reactants needed to synthesize it. The reactants are: [CH2:1]1[C:10]2[C:5](=[CH:6][C:7]([N:11]3[CH2:15][C@H:14]([CH2:16][NH:17][C:18](=[O:20])[CH3:19])[O:13][C:12]3=[O:21])=[CH:8][CH:9]=2)[CH2:4][CH2:3][NH:2]1.C(N(CC)CC)C.[C:29]([O:32][CH2:33][C:34](Cl)=[O:35])(=[O:31])[CH3:30]. (3) Given the product [F:21][C:2]([F:20])([F:1])[C:3]1[CH:4]=[C:5]2[CH:11]=[C:10]([C:24]([OH:26])=[O:25])[N:9]([CH2:12][C:13]3[CH:18]=[CH:17][CH:16]=[C:15]([F:19])[CH:14]=3)[C:6]2=[N:7][CH:8]=1, predict the reactants needed to synthesize it. The reactants are: [F:1][C:2]([F:21])([F:20])[C:3]1[CH:4]=[C:5]2[CH:11]=[CH:10][N:9]([CH2:12][C:13]3[CH:18]=[CH:17][CH:16]=[C:15]([F:19])[CH:14]=3)[C:6]2=[N:7][CH:8]=1.CC[C:24]([O-:26])=[O:25].[OH-].[Na+]. (4) The reactants are: Cl[CH2:2][C:3]1[CH:8]=[CH:7][C:6]([C@H:9]([C:27]2[CH:32]=[CH:31][C:30]([Cl:33])=[CH:29][CH:28]=2)[N:10]2[CH2:13][C:12](=[C:14]([C:19]3[CH:24]=[C:23]([F:25])[CH:22]=[C:21]([F:26])[CH:20]=3)[S:15]([CH3:18])(=[O:17])=[O:16])[CH2:11]2)=[CH:5][CH:4]=1.[NH:34]1[CH2:39][CH2:38][NH:37][CH2:36][C:35]1=[O:40]. Given the product [Cl:33][C:30]1[CH:31]=[CH:32][C:27]([C@H:9]([N:10]2[CH2:13][C:12](=[C:14]([C:19]3[CH:24]=[C:23]([F:25])[CH:22]=[C:21]([F:26])[CH:20]=3)[S:15]([CH3:18])(=[O:16])=[O:17])[CH2:11]2)[C:6]2[CH:5]=[CH:4][C:3]([CH2:2][N:37]3[CH2:38][CH2:39][NH:34][C:35](=[O:40])[CH2:36]3)=[CH:8][CH:7]=2)=[CH:28][CH:29]=1, predict the reactants needed to synthesize it. (5) Given the product [O:1]1[C:5]2([CH2:10][CH2:9][N:8]([CH2:12][CH:13]([OH:17])[CH2:14][C:15]#[N:16])[CH2:7][CH2:6]2)[O:4][CH2:3][CH2:2]1, predict the reactants needed to synthesize it. The reactants are: [O:1]1[C:5]2([CH2:10][CH2:9][NH:8][CH2:7][CH2:6]2)[O:4][CH2:3][CH2:2]1.Cl[CH2:12][C@H:13]([OH:17])[CH2:14][C:15]#[N:16].C(=O)([O-])O.[Na+]. (6) The reactants are: [OH:1][C:2]1[C:3]([CH:12]2[C:20]3[C:15](=[CH:16][CH:17]=[C:18]4[N:23]=[CH:22][S:21][C:19]4=3)[N:14]([CH2:24][CH2:25][CH:26]([CH3:28])[CH3:27])[C:13]2=[O:29])=[CH:4][C:5]2[O:10][CH2:9][CH2:8][O:7][C:6]=2[CH:11]=1.[C:30]1(C(C2C=CC=CC=2)N2C3C(=CC=CC=3)C(C3C=C(C)C(OC)=CC=3O)C2=O)C=CC=CC=1. Given the product [CH2:24]([N:14]1[C:15]2[C:20](=[C:19]3[S:21][CH:22]=[N:23][C:18]3=[CH:17][CH:16]=2)[C:12]2([C:3]3=[CH:4][C:5]4[O:10][CH2:9][CH2:8][O:7][C:6]=4[CH:11]=[C:2]3[O:1][CH2:30]2)[C:13]1=[O:29])[CH2:25][CH:26]([CH3:27])[CH3:28], predict the reactants needed to synthesize it.